From a dataset of Experimentally validated miRNA-target interactions with 360,000+ pairs, plus equal number of negative samples. Binary Classification. Given a miRNA mature sequence and a target amino acid sequence, predict their likelihood of interaction. (1) The miRNA is hsa-miR-939-3p with sequence CCCUGGGCCUCUGCUCCCCAG. The protein sequence of the target gene is MDFQQLADVAEKWCSNTPFELIATEETERRMDFYADPGVSFYVLCPDNGCGDNFHVWSESEDCLPFLQLAQDYISSCGKKTLHEVLEKVFKSFRPLLGLPDADDDAFEEYSADVEEEEPEADHPQMGVSQQ. Result: 1 (interaction). (2) The miRNA is ath-miR837-3p with sequence AAACGAACAAAAAACUGAUGG. The protein sequence of the target gene is MASPSRQPPPGGSGLLQGSRARSYGSLVQSACSPVRERRLEHQLEPGDTLAGLALKYGVTMEQIKRANRLYTNDSIFLKKTLYIPILTEPRDLFNGLDSEEEKDGEEKVHPSNSEVWPHSTERKKQETGAGRANGEVLPTPGQETPTPIHDLSASDFLKKLDSQISLSKKAAAQKLKKGENGVPGEDAGLHLSSPWMQQRAVLGPVPLTRTSRTRTLRDQEDEIFKL. Result: 0 (no interaction). (3) The miRNA is hsa-miR-92b-3p with sequence UAUUGCACUCGUCCCGGCCUCC. The protein sequence of the target gene is MASPRELTQNPLKKIWMPYSNGRPALHACQRGVCMTNCPTLIVMVGLPARGKTYISKKLTRYLNWIGVPTREFNVGQYRRDVVKTYKSFEFFLPDNEEGLKIRKQCALAALRDVRRFLSEEGGHVAVFDATNTTRERRATIFNFGEQNGYKTFFVESICVDPEVIAANIVQVKLGSPDYVNRDSDEATEDFMRRIECYENSYESLDEDLDRDLSYIKIMDVGQSYVVNRVADHIQSRIVYYLMNIHVTPRSIYLCRHGESELNLKGRIGGDPGLSPRGREFAKSLAQFISDQNIKDLKVW.... Result: 1 (interaction). (4) The miRNA is cel-miR-1820-5p with sequence UUUUGAUUGUUUUUCGAUGAUGUUCG. The protein sequence of the target gene is MESAPAAPDPAASEPGSSGSEAAAGSRETPLTQDTGRKSEAPGAGRRQSYASSSRGISVTKKTHTSQIEIIPCKICGDKSSGIHYGVITCEGCKGFFRRSQQSNATYSCPRQKNCLIDRTSRNRCQHCRLQKCLAVGMSRDAVKFGRMSKKQRDSLYAEVQKHRMQQQQRDHQQQPGEAEPLTPTYNISANGLTELHDDLSTYMDGHTPEGSKADSAVSSFYLDIQPSPDQSGLDINGIKPEPICDYTPASGFFPYCSFTNGETSPTVSMAELEHLAQNISKSHLETCQYLREELQQITW.... Result: 0 (no interaction). (5) The miRNA is hsa-miR-7160-5p with sequence UGCUGAGGUCCGGGCUGUGCC. The protein sequence of the target gene is MNDEDYSTIYDTIQNERTYEVPDQPEENESPHYDDVHEYLRPENDLYATQLNTHEYDFVSVYTIKGEETSLASVQSEDRGYLLPDEIYSELQEAHPGEPQEDRGISMEGLYSSTQDQQLCAAELQENGSVMKEDLPSPSSFTIQHSKAFSTTKYSCYSDAEGLEEKEGAHMNPEIYLFVKAGIDGESIGNCPFSQRLFMILWLKGVVFNVTTVDLKRKPADLHNLAPGTHPPFLTFNGDVKTDVNKIEEFLEETLTPEKYPKLAAKHRESNTAGIDIFSKFSAYIKNTKQQNNAALERGL.... Result: 1 (interaction). (6) The miRNA is hsa-miR-607 with sequence GUUCAAAUCCAGAUCUAUAAC. The protein sequence of the target gene is MPKRKVSSAEGAAKEEPKRRSARLSAKPPAKVEAKPKKAAAKDKSSDKKVQTKGKRGAKGKQAEVANQETKEDLPAENGETKTEESPASDEAGEKEAKSD. Result: 1 (interaction). (7) The miRNA is mmu-miR-127-5p with sequence CUGAAGCUCAGAGGGCUCUGAU. The protein sequence of the target gene is MSETVICSSRATVMLYDDGNKRWLPAGTGPQAFSRVQIYHNPTANSFRVVGRKMQPDQQVVINCAIVRGVKYNQATPNFHQWRDARQVWGLNFGSKEDAAQFAAGMASALEALEGGGPPPPPALPTWSVPNGPSPEEVEQQKRQQPGPSEHIERRVSNAGGPPAPPAGGPPPPPGPPPPPGPPPPPGLPPSGVPAAAHGAGGGPPPAPPLPAAQGPGGGGAGAPGLAAAIAGAKLRKVSKQEEASGGPTAPKAESGRSGGGGLMEEMNAMLARRRKATQVGEKTPKDESANQEEPEARVP.... Result: 0 (no interaction). (8) Result: 0 (no interaction). The miRNA is hsa-miR-4713-3p with sequence UGGGAUCCAGACAGUGGGAGAA. The protein sequence of the target gene is MLCYVTRPDAVLMEVEVEAKANGEDCLNQVCRRLGIIEVDYFGLQFTGSKGESLWLNLRNRISQQMDGLAPYRLKLRVKFFVEPHLILQEQTRHIFFLHIKESLLAGHLQCSPEQAVELSALLAQTKFGDYNQNTAQYSYEDLCEKELSSSTLNSIVAKHKELEGISQASAEYQVLQIVSAMENYGIEWHAVRDSEGQKLLIGVGPEGISICKEDFSPINRIAYPVVQMATQSGKNVYLTVTKESGNSIVLLFKMISTRAASGLYRAITETHAFYRCDTVTSAVMMQYSRDLKGHLASLF.... (9) The miRNA is ssc-miR-221-3p with sequence AGCUACAUUGUCUGCUGGGUUU. The protein sequence of the target gene is MEGERAPLLGSRRPAVSAASAVFAGRRAACGAVLLAELLERAAFYGVTANLVLFLNGAPFDWEGAQASQALLLFMGLTYLGSPFGGWLADARLGRARAILLSLALYLLGLLAFPLLAAPRSRSFLCGDPRPELVRNCSAPFPNGSASCPENAARRCAPATFAGLVLVGLGVATVKANITPFGADQVKDRGPEATRRFFNWFYWSINLGAILSLGGIAYIQQNVSFFTGYLIPTVCVAIAFLVFLCGQSVFITKPPDGSAFTDMFRILTYSCCSQRGGQRRSGEGLGVFQQSSKHSLFDSC.... Result: 0 (no interaction).